This data is from Reaction yield outcomes from USPTO patents with 853,638 reactions. The task is: Predict the reaction yield, written as a fraction of the theoretical maximum amount of product (1.0 means a 100% yield; for example, 0.34 means a 34% yield). (1) The reactants are [OH-].[Na+].[CH2:3]([C:5]([S:21][CH2:22][CH2:23][CH2:24][CH2:25]/[CH:26]=[CH:27]\[CH2:28]/[CH:29]=[CH:30]\[CH2:31]/[CH:32]=[CH:33]\[CH2:34]/[CH:35]=[CH:36]\[CH2:37]/[CH:38]=[CH:39]\[CH2:40][CH3:41])([CH2:19][CH3:20])[C:6]([NH:8][C@@H:9]([CH2:15][CH:16]([CH3:18])[CH3:17])[C:10]([O:12]CC)=[O:11])=[O:7])[CH3:4].Cl. The catalyst is CO. The product is [CH2:3]([C:5]([S:21][CH2:22][CH2:23][CH2:24][CH2:25]/[CH:26]=[CH:27]\[CH2:28]/[CH:29]=[CH:30]\[CH2:31]/[CH:32]=[CH:33]\[CH2:34]/[CH:35]=[CH:36]\[CH2:37]/[CH:38]=[CH:39]\[CH2:40][CH3:41])([CH2:19][CH3:20])[C:6]([NH:8][C@@H:9]([CH2:15][CH:16]([CH3:18])[CH3:17])[C:10]([OH:12])=[O:11])=[O:7])[CH3:4]. The yield is 0.830. (2) The catalyst is C(OCC)(=O)C.[Pd]. The product is [CH2:1]([O:9][C:10]1[CH:11]=[C:12]([CH:13]=[CH:14][C:15]=1[O:16][CH2:17][CH2:18][CH2:19][CH2:20][CH2:21][CH2:22][CH2:23][CH3:24])[NH2:25])[CH2:2][CH2:3][CH2:4][CH2:5][CH2:6][CH2:7][CH3:8]. The yield is 0.970. The reactants are [CH2:1]([O:9][C:10]1[CH:11]=[C:12]([N+:25]([O-])=O)[CH:13]=[CH:14][C:15]=1[O:16][CH2:17][CH2:18][CH2:19][CH2:20][CH2:21][CH2:22][CH2:23][CH3:24])[CH2:2][CH2:3][CH2:4][CH2:5][CH2:6][CH2:7][CH3:8].[H][H].